Dataset: Catalyst prediction with 721,799 reactions and 888 catalyst types from USPTO. Task: Predict which catalyst facilitates the given reaction. (1) Reactant: Cl[C:2]1[N:3]=[C:4]([N:17]2[CH2:22][CH2:21][O:20][CH2:19][CH2:18]2)[C:5]2[CH:10]=[CH:9][N:8]([CH2:11][CH:12]([O:15][CH3:16])[O:13][CH3:14])[C:6]=2[N:7]=1.[NH2:23][C:24]1[CH:29]=[CH:28][C:27](B2OC(C)(C)C(C)(C)O2)=[CH:26][CH:25]=1.C(=O)([O-])[O-].[Na+].[Na+]. Product: [CH3:14][O:13][CH:12]([O:15][CH3:16])[CH2:11][N:8]1[C:6]2[N:7]=[C:2]([C:27]3[CH:28]=[CH:29][C:24]([NH2:23])=[CH:25][CH:26]=3)[N:3]=[C:4]([N:17]3[CH2:22][CH2:21][O:20][CH2:19][CH2:18]3)[C:5]=2[CH:10]=[CH:9]1. The catalyst class is: 276. (2) Reactant: C([SiH](CC)CC)C.[CH3:8][O:9][C:10]([C:12]1[NH:13][CH:14]=[C:15]([C:17](=O)[C:18]2[CH:23]=[CH:22][CH:21]=[CH:20][CH:19]=2)[CH:16]=1)=[O:11]. Product: [CH3:8][O:9][C:10]([C:12]1[NH:13][CH:14]=[C:15]([CH2:17][C:18]2[CH:23]=[CH:22][CH:21]=[CH:20][CH:19]=2)[CH:16]=1)=[O:11]. The catalyst class is: 55. (3) Reactant: [N:1]1[CH:6]=[CH:5][N:4]=[CH:3][C:2]=1[C:7]1[N:12]=C(O)[C:10]([C:14]2[C:19]([F:20])=[CH:18][C:17]([F:21])=[CH:16][C:15]=2[F:22])=[C:9](O)[N:8]=1.P(Cl)(Cl)([Cl:26])=O.C(N(CC)C(C)C)(C)C.Cl[CH2:39][Cl:40]. Product: [Cl:26][C:9]1[C:10]([C:14]2[C:19]([F:20])=[CH:18][C:17]([F:21])=[CH:16][C:15]=2[F:22])=[C:39]([Cl:40])[N:12]=[C:7]([C:2]2[CH:3]=[N:4][CH:5]=[CH:6][N:1]=2)[N:8]=1. The catalyst class is: 802. (4) Reactant: [CH2:1]([O:3][C:4](=[O:39])[C:5]1[CH:10]=[CH:9][CH:8]=[C:7]([S:11][C:12]2[C:20]3[C:15](=[C:16]([F:22])[C:17]([Cl:21])=[CH:18][CH:19]=3)[N:14]([C:23]3[CH:24]=[N:25][N:26]([CH2:28][CH2:29][O:30][Si](C(C)(C)C)(C)C)[CH:27]=3)[C:13]=2[CH3:38])[CH:6]=1)[CH3:2].CCCC[N+](CCCC)(CCCC)CCCC.[F-]. Product: [CH2:1]([O:3][C:4](=[O:39])[C:5]1[CH:10]=[CH:9][CH:8]=[C:7]([S:11][C:12]2[C:20]3[C:15](=[C:16]([F:22])[C:17]([Cl:21])=[CH:18][CH:19]=3)[N:14]([C:23]3[CH:24]=[N:25][N:26]([CH2:28][CH2:29][OH:30])[CH:27]=3)[C:13]=2[CH3:38])[CH:6]=1)[CH3:2]. The catalyst class is: 1. (5) Reactant: F[C:2]1[CH:7]=[CH:6][C:5]([CH:8]([O:10][CH3:11])[CH3:9])=[CH:4][C:3]=1[N+:12]([O-:14])=[O:13].[NH4+:15].[OH-].CCOC(C)=O.O. Product: [CH3:11][O:10][CH:8]([C:5]1[CH:6]=[CH:7][C:2]([NH2:15])=[C:3]([N+:12]([O-:14])=[O:13])[CH:4]=1)[CH3:9]. The catalyst class is: 1. (6) Reactant: C(=O)(O[N:11]1[C:15](=O)[CH2:14][CH2:13][C:12]1=[O:17])O[N:11]1[C:15](=O)[CH2:14][CH2:13][C:12]1=[O:17].[NH2:19][C:20]1[CH:21]=[C:22]([C:26]2[N:31]=[C:30]([C:32]3[CH:37]=[CH:36][CH:35]=[C:34]([CH2:38][O:39]C(C)(C)C)[CH:33]=3)[CH:29]=[C:28]([N:44]3[CH2:49][CH2:48][O:47][CH2:46][CH2:45]3)[N:27]=2)[CH:23]=[CH:24][CH:25]=1.[CH3:50][N:51](C)[CH2:52]CCN.FC(F)(F)C(O)=O. Product: [CH3:50][N:51]([CH3:52])[CH2:13][CH2:14][CH2:15][NH:11][C:12](=[O:17])[NH:19][C:20]1[CH:21]=[C:22]([C:26]2[N:31]=[C:30]([C:32]3[CH:37]=[CH:36][CH:35]=[C:34]([CH2:38][OH:39])[CH:33]=3)[CH:29]=[C:28]([N:44]3[CH2:49][CH2:48][O:47][CH2:46][CH2:45]3)[N:27]=2)[CH:23]=[CH:24][CH:25]=1. The catalyst class is: 2. (7) Reactant: [NH:1]1[CH2:6][CH2:5][O:4][CH2:3][CH2:2]1.[C:7](OC(=O)C)(=[O:9])[CH3:8]. Product: [C:7]([N:1]1[CH2:6][CH2:5][O:4][CH2:3][CH2:2]1)(=[O:9])[CH3:8]. The catalyst class is: 2. (8) Reactant: C(OC(=O)[NH:7][CH:8]1[CH2:12][CH2:11][CH:10]([NH:13][C:14]([C:16]2[C:24]3[C:19](=[N:20][CH:21]=[C:22]([C:25]4[C:33]5[C:28](=[CH:29][C:30]([Cl:34])=[CH:31][CH:32]=5)[N:27]([CH3:35])[N:26]=4)[N:23]=3)[N:18]([CH2:36][O:37][CH2:38][CH2:39][Si:40]([CH3:43])([CH3:42])[CH3:41])[CH:17]=2)=[O:15])[CH2:9]1)(C)(C)C.C(Cl)(=O)C. Product: [ClH:34].[NH2:7][CH:8]1[CH2:12][CH2:11][CH:10]([NH:13][C:14]([C:16]2[C:24]3[C:19](=[N:20][CH:21]=[C:22]([C:25]4[C:33]5[C:28](=[CH:29][C:30]([Cl:34])=[CH:31][CH:32]=5)[N:27]([CH3:35])[N:26]=4)[N:23]=3)[N:18]([CH2:36][O:37][CH2:38][CH2:39][Si:40]([CH3:43])([CH3:42])[CH3:41])[CH:17]=2)=[O:15])[CH2:9]1. The catalyst class is: 5. (9) Reactant: [Cl:1]CCl.[CH:4]1[C:9]([C:10]#[N:11])=[CH:8][C:7]2[C:12]([CH2:15][CH2:16][CH2:17][CH2:18][N:19]3[CH2:24][CH2:23][N:22]([C:25]4[CH:26]=[CH:27][C:28]5[O:33][C:32]([C:34]([NH2:36])=[O:35])=[CH:31][C:29]=5[CH:30]=4)[CH2:21][CH2:20]3)=[CH:13][NH:14][C:6]=2[CH:5]=1.Cl. Product: [CH:4]1[C:9]([C:10]#[N:11])=[CH:8][C:7]2[C:12]([CH2:15][CH2:16][CH2:17][CH2:18][N:19]3[CH2:20][CH2:21][N:22]([C:25]4[CH:26]=[CH:27][C:28]5[O:33][C:32]([C:34]([NH2:36])=[O:35])=[CH:31][C:29]=5[CH:30]=4)[CH2:23][CH2:24]3)=[CH:13][NH:14][C:6]=2[CH:5]=1.[ClH:1]. The catalyst class is: 5.